This data is from Reaction yield outcomes from USPTO patents with 853,638 reactions. The task is: Predict the reaction yield, written as a fraction of the theoretical maximum amount of product (1.0 means a 100% yield; for example, 0.34 means a 34% yield). (1) The reactants are Cl.[N:2]1([CH2:7][C:8]([OH:10])=O)[CH:6]=[CH:5][N:4]=[N:3]1.[NH2:11][C@@H:12]([CH2:30][O:31][CH2:32][C:33]1[CH:38]=[CH:37][CH:36]=[CH:35][CH:34]=1)[C:13]([NH:15][C:16]1[CH:21]=[CH:20][C:19]([O:22][C:23]2[CH:28]=[CH:27][C:26]([F:29])=[CH:25][CH:24]=2)=[CH:18][CH:17]=1)=[O:14]. No catalyst specified. The product is [N:2]1([CH2:7][C:8]([NH:11][C@@H:12]([CH2:30][O:31][CH2:32][C:33]2[CH:34]=[CH:35][CH:36]=[CH:37][CH:38]=2)[C:13]([NH:15][C:16]2[CH:17]=[CH:18][C:19]([O:22][C:23]3[CH:28]=[CH:27][C:26]([F:29])=[CH:25][CH:24]=3)=[CH:20][CH:21]=2)=[O:14])=[O:10])[CH:6]=[CH:5][N:4]=[N:3]1. The yield is 0.0700. (2) The reactants are [C:1]1([CH2:7][CH2:8][CH2:9][CH2:10][C:11]2[CH:16]=[CH:15][C:14]([CH2:17][C:18]([O:20][CH3:21])=[O:19])=[CH:13][CH:12]=2)[CH:6]=[CH:5][CH:4]=[CH:3][CH:2]=1.[Li+].[CH3:23][Si]([N-][Si](C)(C)C)(C)C.C1(C)C=CC=CC=1.CI. The catalyst is C1COCC1. The product is [C:1]1([CH2:7][CH2:8][CH2:9][CH2:10][C:11]2[CH:12]=[CH:13][C:14]([CH:17]([CH3:23])[C:18]([O:20][CH3:21])=[O:19])=[CH:15][CH:16]=2)[CH:2]=[CH:3][CH:4]=[CH:5][CH:6]=1. The yield is 0.780. (3) The reactants are [CH3:1][C:2]1[CH:3]=[C:4]([CH:8]=[CH:9][C:10]=1[C:11]([N:13]1[CH2:17][CH2:16][CH2:15][CH2:14]1)=[O:12])[C:5]([OH:7])=O.CN(C(ON1N=NC2C=CC=CC1=2)=[N+](C)C)C.[B-](F)(F)(F)F.C(N(C(C)C)CC)(C)C.C([O:56][C:57]([CH2:59][CH2:60][CH:61]([NH2:72])[C:62]1[NH:66][C:65]2[CH:67]=[CH:68][C:69]([Cl:71])=[CH:70][C:64]=2[N:63]=1)=[O:58])C1C=CC=CC=1.ClCl. The yield is 0.530. The catalyst is CS(C)=O.[OH-].[Na+].C(OCC)(=O)C.C(O)(=O)C. The product is [Cl:71][C:69]1[CH:68]=[CH:67][C:65]2[NH:66][C:62]([CH:61]([NH:72][C:5](=[O:7])[C:4]3[CH:8]=[CH:9][C:10]([C:11]([N:13]4[CH2:17][CH2:16][CH2:15][CH2:14]4)=[O:12])=[C:2]([CH3:1])[CH:3]=3)[CH2:60][CH2:59][C:57]([OH:58])=[O:56])=[N:63][C:64]=2[CH:70]=1. (4) The reactants are [C:1]([C:3]1[CH:32]=[CH:31][C:30](F)=[CH:29][C:4]=1[CH2:5][O:6][C:7]1[CH:28]=[CH:27][C:10]([C:11]([NH:13][C:14]2[CH:19]=[C:18]([C:20]3[N:21]([CH3:25])[CH:22]=[CH:23][N:24]=3)[CH:17]=[CH:16][C:15]=2[CH3:26])=[O:12])=[CH:9][CH:8]=1)#[N:2].[CH3:34][N:35]1[CH2:40][CH2:39][NH:38][CH2:37][CH2:36]1.C([O-])([O-])=O.[K+].[K+]. The catalyst is CN(C=O)C. The product is [C:1]([C:3]1[CH:32]=[CH:31][C:30]([N:38]2[CH2:39][CH2:40][N:35]([CH3:34])[CH2:36][CH2:37]2)=[CH:29][C:4]=1[CH2:5][O:6][C:7]1[CH:28]=[CH:27][C:10]([C:11]([NH:13][C:14]2[CH:19]=[C:18]([C:20]3[N:21]([CH3:25])[CH:22]=[CH:23][N:24]=3)[CH:17]=[CH:16][C:15]=2[CH3:26])=[O:12])=[CH:9][CH:8]=1)#[N:2]. The yield is 0.494. (5) The reactants are [Li][C:2]1[C:3]2[C:8]([C:9]([Li])=[C:10]3[C:15]=1[CH:14]=[CH:13][CH:12]=[CH:11]3)=[CH:7][CH:6]=[CH:5][CH:4]=2.Cl[Si:18]([Cl:21])([CH3:20])[CH3:19]. The yield is 0.130. The product is [Cl:21][Si:18]([CH3:20])([CH3:19])[C:2]1[C:3]2[C:8]([C:9]([Si:18]([Cl:21])([CH3:20])[CH3:19])=[C:10]3[C:15]=1[CH:14]=[CH:13][CH:12]=[CH:11]3)=[CH:7][CH:6]=[CH:5][CH:4]=2. The catalyst is C(OCC)C. (6) The reactants are O1CCCC1.B.CO[N:9]=[C:10]([C:14]1[CH:19]=[CH:18][C:17]([Cl:20])=[CH:16][CH:15]=1)[CH:11]1[CH2:13][CH2:12]1.O.[OH-].[Na+]. The catalyst is C1COCC1. The product is [Cl:20][C:17]1[CH:16]=[CH:15][C:14]([CH:10]([CH:11]2[CH2:12][CH2:13]2)[NH2:9])=[CH:19][CH:18]=1. The yield is 0.930. (7) The reactants are C[O:2][CH:3]1[O:15][C@H](C)[C@@H](OC(=O)C)[C@H:4]1OC(=O)C.[CH2:17]([O:21][CH2:22][CH2:23]CC)[CH2:18][CH2:19][CH3:20].[C:26]([O:29][C:30](=[O:32])[CH3:31])(=[O:28])C.N1C=CC=CC=1.S(=O)(=O)(O)[OH:40]. The catalyst is C(=O)(O)[O-].[Na+]. The product is [C:30]([O:29][CH:26]1[O:28][C@H:19]([CH3:20])[C@@H:18]([O:15][C:3](=[O:2])[CH3:4])[C@H:17]1[O:21][C:22](=[O:40])[CH3:23])(=[O:32])[CH3:31]. The yield is 0.800. (8) The reactants are [CH2:1]([O:3][C:4]([C:6]1[CH:7]=[N:8][CH:9]=[C:10](B(O)O)[CH:11]=1)=[O:5])[CH3:2].Br[C:16]1[CH:17]=[C:18]2[C:24](I)=[N:23][N:22]([CH2:26][O:27][CH2:28][CH2:29][Si:30]([CH3:33])([CH3:32])[CH3:31])[C:19]2=[N:20][CH:21]=1.C(=O)([O-])[O-].[Na+].[Na+].[C:40]([O:43][CH2:44][CH3:45])(=O)C. The catalyst is O. The product is [CH2:1]([O:3][C:4](=[O:5])[C:6]1[CH:11]=[C:10]([C:16]2[CH:17]=[C:18]3[C:24]([C:10]4[CH:11]=[CH:6][CH:4]=[CH:45][C:44]=4[O:43][CH3:40])=[N:23][N:22]([CH2:26][O:27][CH2:28][CH2:29][Si:30]([CH3:33])([CH3:32])[CH3:31])[C:19]3=[N:20][CH:21]=2)[CH:9]=[N:8][CH:7]=1)[CH3:2]. The yield is 0.610. (9) The reactants are [CH2:1](I)[CH2:2][CH3:3].[Br:5][C:6]1[CH:11]=[CH:10][C:9]([CH2:12][C@H:13]([OH:18])[C:14]([O:16][CH3:17])=[O:15])=[CH:8][CH:7]=1. The catalyst is C(OCC)C.[Ag]=O. The product is [Br:5][C:6]1[CH:7]=[CH:8][C:9]([CH2:12][C@H:13]([O:18][CH2:1][CH2:2][CH3:3])[C:14]([O:16][CH3:17])=[O:15])=[CH:10][CH:11]=1. The yield is 0.830.